Dataset: Peptide-MHC class II binding affinity with 134,281 pairs from IEDB. Task: Regression. Given a peptide amino acid sequence and an MHC pseudo amino acid sequence, predict their binding affinity value. This is MHC class II binding data. (1) The peptide sequence is TLTPMMSSKFPELGM. The MHC is HLA-DQA10501-DQB10301 with pseudo-sequence HLA-DQA10501-DQB10301. The binding affinity (normalized) is 0.118. (2) The peptide sequence is TFVHPFDILLNNSLGSVT. The MHC is DRB1_0101 with pseudo-sequence DRB1_0101. The binding affinity (normalized) is 0.463. (3) The peptide sequence is FVAAAKYMVIQGEPG. The MHC is HLA-DQA10501-DQB10201 with pseudo-sequence HLA-DQA10501-DQB10201. The binding affinity (normalized) is 0.351. (4) The peptide sequence is SNVTFTVNQTSRLLM. The MHC is DRB1_0404 with pseudo-sequence DRB1_0404. The binding affinity (normalized) is 0.683. (5) The peptide sequence is AFKVAATTANAAPAN. The MHC is DRB1_1001 with pseudo-sequence DRB1_1001. The binding affinity (normalized) is 0.795. (6) The peptide sequence is EVYTQLCDHRLMSAA. The binding affinity (normalized) is 0.221. The MHC is DRB1_1302 with pseudo-sequence DRB1_1302. (7) The peptide sequence is EKWYFAATQFEPLAA. The MHC is HLA-DPA10103-DPB10601 with pseudo-sequence HLA-DPA10103-DPB10601. The binding affinity (normalized) is 0.942.